Dataset: Full USPTO retrosynthesis dataset with 1.9M reactions from patents (1976-2016). Task: Predict the reactants needed to synthesize the given product. (1) Given the product [C@H:18]1([SH:15])[O:31][C@H:25]([CH2:26][OH:30])[C@@H:24]([OH:32])[C@H:23]([OH:29])[C@H:22]1[OH:28], predict the reactants needed to synthesize it. The reactants are: C[Si](S[Si](C)(C)C)(C)C.[Si](O[S:15]([C:18](F)(F)F)(=O)=O)(C)(C)C.[CH2:22]1[O:28][C@@H]2[O:29][C@H:23]1[C@@H:24]([OH:32])[C@H:25]([OH:31])[C@H:26]2[OH:30]. (2) Given the product [NH2:20][C:21]1[C:26]([C:27](=[O:32])[C:28]([F:29])([F:31])[F:30])=[CH:25][CH:24]=[C:23]([NH:33][CH2:34][CH2:35][NH:36][C:2]2[C:7]3=[N:8][N:9]=[CH:10][N:6]3[N:5]=[C:4]([C:11]3[CH:16]=[CH:15][C:14]([Cl:17])=[CH:13][C:12]=3[Cl:18])[N:3]=2)[N:22]=1, predict the reactants needed to synthesize it. The reactants are: Cl[C:2]1[C:7]2=[N:8][N:9]=[CH:10][N:6]2[N:5]=[C:4]([C:11]2[CH:16]=[CH:15][C:14]([Cl:17])=[CH:13][C:12]=2[Cl:18])[N:3]=1.Cl.[NH2:20][C:21]1[C:26]([C:27](=[O:32])[C:28]([F:31])([F:30])[F:29])=[CH:25][CH:24]=[C:23]([NH:33][CH2:34][CH2:35][NH2:36])[N:22]=1.C(N(CC)C(C)C)(C)C. (3) Given the product [Na+:43].[Cl:1][C:2]1[CH:3]=[C:4]([N:35]2[CH2:36][CH2:37][O:38][CH2:39][CH2:40]2)[C:5]2[N:6]([C:8]([C:24]3[CH:25]=[CH:26][C:27]([CH2:30][C:31]([O-:33])=[O:32])=[CH:28][CH:29]=3)=[C:9]([C@@H:11]3[CH2:13][C@@H:12]3[C:14]3[CH:23]=[CH:22][C:21]4[C:16](=[CH:17][CH:18]=[CH:19][CH:20]=4)[N:15]=3)[N:10]=2)[N:7]=1, predict the reactants needed to synthesize it. The reactants are: [Cl:1][C:2]1[CH:3]=[C:4]([N:35]2[CH2:40][CH2:39][O:38][CH2:37][CH2:36]2)[C:5]2[N:6]([C:8]([C:24]3[CH:29]=[CH:28][C:27]([CH2:30][C:31]([O:33]C)=[O:32])=[CH:26][CH:25]=3)=[C:9]([C@@H:11]3[CH2:13][C@@H:12]3[C:14]3[CH:23]=[CH:22][C:21]4[C:16](=[CH:17][CH:18]=[CH:19][CH:20]=4)[N:15]=3)[N:10]=2)[N:7]=1.C[O-].[Na+:43]. (4) The reactants are: [Cl:1][C:2]1[CH:3]=[C:4]([CH:14]=[CH:15][C:16]=1[N+:17]([O-:19])=[O:18])[CH2:5]P(=O)(OCC)OCC.O=[C:21]1[CH2:26][CH2:25][N:24]([C:27]([O:29][C:30]([CH3:33])([CH3:32])[CH3:31])=[O:28])[CH2:23][CH2:22]1.O1CCCC1.[H-].[Na+]. Given the product [Cl:1][C:2]1[CH:3]=[C:4]([CH:14]=[CH:15][C:16]=1[N+:17]([O-:19])=[O:18])[CH:5]=[C:21]1[CH2:26][CH2:25][N:24]([C:27]([O:29][C:30]([CH3:33])([CH3:32])[CH3:31])=[O:28])[CH2:23][CH2:22]1, predict the reactants needed to synthesize it.